From a dataset of NCI-60 drug combinations with 297,098 pairs across 59 cell lines. Regression. Given two drug SMILES strings and cell line genomic features, predict the synergy score measuring deviation from expected non-interaction effect. (1) Drug 1: CNC(=O)C1=CC=CC=C1SC2=CC3=C(C=C2)C(=NN3)C=CC4=CC=CC=N4. Drug 2: C1=CC(=CC=C1CCC2=CNC3=C2C(=O)NC(=N3)N)C(=O)NC(CCC(=O)O)C(=O)O. Cell line: HCT116. Synergy scores: CSS=39.3, Synergy_ZIP=0.529, Synergy_Bliss=-3.39, Synergy_Loewe=-11.1, Synergy_HSA=-2.12. (2) Drug 1: CC12CCC3C(C1CCC2=O)CC(=C)C4=CC(=O)C=CC34C. Drug 2: CN(C(=O)NC(C=O)C(C(C(CO)O)O)O)N=O. Cell line: MCF7. Synergy scores: CSS=14.4, Synergy_ZIP=-3.37, Synergy_Bliss=-3.85, Synergy_Loewe=-17.0, Synergy_HSA=-4.78. (3) Drug 1: C1CC(=O)NC(=O)C1N2CC3=C(C2=O)C=CC=C3N. Drug 2: N.N.Cl[Pt+2]Cl. Cell line: MCF7. Synergy scores: CSS=0.0300, Synergy_ZIP=0.512, Synergy_Bliss=2.41, Synergy_Loewe=-1.33, Synergy_HSA=-2.17. (4) Drug 1: CC(C1=C(C=CC(=C1Cl)F)Cl)OC2=C(N=CC(=C2)C3=CN(N=C3)C4CCNCC4)N. Drug 2: C1CCC(C1)C(CC#N)N2C=C(C=N2)C3=C4C=CNC4=NC=N3. Cell line: RPMI-8226. Synergy scores: CSS=-5.58, Synergy_ZIP=3.46, Synergy_Bliss=1.03, Synergy_Loewe=-9.83, Synergy_HSA=-6.91. (5) Drug 1: CC1=CC=C(C=C1)C2=CC(=NN2C3=CC=C(C=C3)S(=O)(=O)N)C(F)(F)F. Drug 2: COC1=C2C(=CC3=C1OC=C3)C=CC(=O)O2. Cell line: OVCAR-5. Synergy scores: CSS=0.528, Synergy_ZIP=-0.683, Synergy_Bliss=-0.604, Synergy_Loewe=-1.68, Synergy_HSA=-1.09. (6) Drug 1: C1CN1P(=S)(N2CC2)N3CC3. Drug 2: C1=NC2=C(N=C(N=C2N1C3C(C(C(O3)CO)O)O)F)N. Cell line: RXF 393. Synergy scores: CSS=3.16, Synergy_ZIP=-2.11, Synergy_Bliss=-1.95, Synergy_Loewe=-2.44, Synergy_HSA=-1.15.